Dataset: Peptide-MHC class I binding affinity with 185,985 pairs from IEDB/IMGT. Task: Regression. Given a peptide amino acid sequence and an MHC pseudo amino acid sequence, predict their binding affinity value. This is MHC class I binding data. The peptide sequence is NIMEFCKAY. The MHC is HLA-A30:01 with pseudo-sequence HLA-A30:01. The binding affinity (normalized) is 0.196.